From a dataset of Reaction yield outcomes from USPTO patents with 853,638 reactions. Predict the reaction yield, written as a fraction of the theoretical maximum amount of product (1.0 means a 100% yield; for example, 0.34 means a 34% yield). (1) The reactants are N1C2C(=CC=C3C=2N=CC=C3)C=CC=1.C([O-])([O-])=O.[Cs+].[Cs+].I[C:22]1[CH:27]=[CH:26][C:25]([O:28][CH3:29])=[CH:24][CH:23]=1.[CH3:30][C:31](=[CH2:34])[CH2:32][OH:33]. The catalyst is [Cu]I.C1(C)C=CC=CC=1. The product is [CH3:34][C:31](=[CH2:30])[CH2:32][O:33][C:22]1[CH:27]=[CH:26][C:25]([O:28][CH3:29])=[CH:24][CH:23]=1. The yield is 0.780. (2) The reactants are [CH3:1][O:2][C:3]1[CH:8]=[CH:7][C:6]([C:9]2[CH:10]=[C:11]([S:15](Cl)(=[O:17])=[O:16])[CH:12]=[CH:13][CH:14]=2)=[CH:5][CH:4]=1.[NH2:19][C:20]1[CH:21]=[C:22]([C:26]2[NH:30][N:29]=[N:28][N:27]=2)[CH:23]=[CH:24][CH:25]=1. No catalyst specified. The product is [CH3:1][O:2][C:3]1[CH:8]=[CH:7][C:6]([C:9]2[CH:14]=[CH:13][CH:12]=[C:11]([S:15]([NH:19][C:20]3[CH:25]=[CH:24][CH:23]=[C:22]([C:26]4[NH:30][N:29]=[N:28][N:27]=4)[CH:21]=3)(=[O:17])=[O:16])[CH:10]=2)=[CH:5][CH:4]=1. The yield is 0.600.